From a dataset of Forward reaction prediction with 1.9M reactions from USPTO patents (1976-2016). Predict the product of the given reaction. (1) Given the reactants N1C=CN=C1CN1C(=O)COC2N=C(C3C=CC(C4(N)CCC4)=CC=3)C(C3C=CC=CC=3)=CC1=2.C(OC(=O)[NH:41][C:42]1([C:46]2[CH:51]=[CH:50][C:49]([C:52]3[C:53]([C:64]4[CH:69]=[CH:68][CH:67]=[CH:66][CH:65]=4)=[CH:54][C:55]4[NH:61][C:60](=[O:62])[CH2:59][CH2:58][NH:57][C:56]=4[N:63]=3)=[CH:48][CH:47]=2)[CH2:45][CH2:44][CH2:43]1)(C)(C)C, predict the reaction product. The product is: [NH2:41][C:42]1([C:46]2[CH:47]=[CH:48][C:49]([C:52]3[C:53]([C:64]4[CH:69]=[CH:68][CH:67]=[CH:66][CH:65]=4)=[CH:54][C:55]4[NH:61][C:60](=[O:62])[CH2:59][CH2:58][NH:57][C:56]=4[N:63]=3)=[CH:50][CH:51]=2)[CH2:45][CH2:44][CH2:43]1. (2) Given the reactants [O:1]1[CH2:6][CH2:5][CH2:4][CH2:3][CH:2]1[N:7]1[C:15]2[C:10](=[CH:11][C:12]([C:16]3[N:20]=[CH:19][N:18]([C:21]([C:34]4[CH:39]=[CH:38][CH:37]=[CH:36][CH:35]=4)([C:28]4[CH:33]=[CH:32][CH:31]=[CH:30][CH:29]=4)[C:22]4[CH:27]=[CH:26][CH:25]=[CH:24][CH:23]=4)[N:17]=3)=[CH:13][CH:14]=2)[C:9]([C:40]2[CH:41]=[C:42]([NH2:46])[CH:43]=[CH:44][CH:45]=2)=[N:8]1.[CH3:47][O:48][CH2:49][C:50](Cl)=[O:51].C(N(CC)CC)C, predict the reaction product. The product is: [CH3:47][O:48][CH2:49][C:50]([NH:46][C:42]1[CH:43]=[CH:44][CH:45]=[C:40]([C:9]2[C:10]3[C:15](=[CH:14][CH:13]=[C:12]([C:16]4[N:20]=[CH:19][N:18]([C:21]([C:28]5[CH:33]=[CH:32][CH:31]=[CH:30][CH:29]=5)([C:22]5[CH:27]=[CH:26][CH:25]=[CH:24][CH:23]=5)[C:34]5[CH:35]=[CH:36][CH:37]=[CH:38][CH:39]=5)[N:17]=4)[CH:11]=3)[N:7]([CH:2]3[CH2:3][CH2:4][CH2:5][CH2:6][O:1]3)[N:8]=2)[CH:41]=1)=[O:51].